Dataset: Retrosynthesis with 50K atom-mapped reactions and 10 reaction types from USPTO. Task: Predict the reactants needed to synthesize the given product. (1) Given the product CC(C)Oc1ccc(-c2nc(-c3cccc4c3CCN(CC(=O)O)C4)no2)cc1C#N, predict the reactants needed to synthesize it. The reactants are: CCOC(=O)CN1CCc2c(cccc2-c2noc(-c3ccc(OC(C)C)c(C#N)c3)n2)C1. (2) The reactants are: COC(OC)N(C)C.Nc1ccc([N+](=O)[O-])cc1F. Given the product CN(C)C=Nc1ccc([N+](=O)[O-])cc1F, predict the reactants needed to synthesize it. (3) The reactants are: Nc1ccc2nc(Oc3ccccc3)sc2c1.S=C(Cl)Cl. Given the product S=C=Nc1ccc2nc(Oc3ccccc3)sc2c1, predict the reactants needed to synthesize it. (4) Given the product C#CCOc1cc(Oc2cccc(Cl)c2Cl)ncn1, predict the reactants needed to synthesize it. The reactants are: C#CCOc1cc(Cl)ncn1.Oc1cccc(Cl)c1Cl. (5) Given the product Cn1c2c(c(=O)n1Cc1csc(-c3ccc(Cl)cc3)n1)[C@H]1CC[C@]2(C)C1(C)C, predict the reactants needed to synthesize it. The reactants are: ClCc1csc(-c2ccc(Cl)cc2)n1.Cn1[nH]c(=O)c2c1[C@]1(C)CC[C@H]2C1(C)C. (6) The reactants are: C=C(C)[C@@H]1CC[C@]2(NCc3ccsc3)CC[C@]3(C)[C@H](CC[C@@H]4[C@@]5(C)CC=C(c6ccc(C(=O)OC)cc6)C(C)(C)[C@@H]5CC[C@]43C)[C@@H]12. Given the product C=C(C)[C@@H]1CC[C@]2(NCc3ccsc3)CC[C@]3(C)[C@H](CC[C@@H]4[C@@]5(C)CC=C(c6ccc(C(=O)O)cc6)C(C)(C)[C@@H]5CC[C@]43C)[C@@H]12, predict the reactants needed to synthesize it.